Dataset: Full USPTO retrosynthesis dataset with 1.9M reactions from patents (1976-2016). Task: Predict the reactants needed to synthesize the given product. (1) Given the product [CH2:14]([O:13][C:11]([C:10]1[O:17][C:7]([C:1]2[CH:2]=[CH:3][CH:4]=[CH:5][CH:6]=2)=[CH:8][N:9]=1)=[O:12])[CH3:15], predict the reactants needed to synthesize it. The reactants are: [C:1]1([C:7](=[O:17])[CH2:8][NH:9][C:10](=O)[C:11]([O:13][CH2:14][CH3:15])=[O:12])[CH:6]=[CH:5][CH:4]=[CH:3][CH:2]=1.O. (2) Given the product [F:35][C:34]([F:36])([F:37])[C:32]1[CH:31]=[C:5]([CH:4]=[C:3]([C:2]([F:1])([F:39])[F:38])[CH:33]=1)[CH2:6][NH:7][C:8]([C:10]1([CH2:27][CH:28]2[CH2:30][CH2:29]2)[CH2:11][CH2:12][N:13]([CH2:16][C:17]2[CH:18]=[CH:19][C:20]([F:26])=[C:21]([C:22](=[O:24])[NH:68][CH2:67][CH2:66][N:61]3[CH2:65][CH2:64][CH2:63][CH2:62]3)[CH:25]=2)[CH2:14][CH2:15]1)=[O:9], predict the reactants needed to synthesize it. The reactants are: [F:1][C:2]([F:39])([F:38])[C:3]1[CH:4]=[C:5]([CH:31]=[C:32]([C:34]([F:37])([F:36])[F:35])[CH:33]=1)[CH2:6][NH:7][C:8]([C:10]1([CH2:27][CH:28]2[CH2:30][CH2:29]2)[CH2:15][CH2:14][N:13]([CH2:16][C:17]2[CH:18]=[CH:19][C:20]([F:26])=[C:21]([CH:25]=2)[C:22]([OH:24])=O)[CH2:12][CH2:11]1)=[O:9].CCN=C=NCCCN(C)C.C1C=CC2N(O)N=NC=2C=1.[N:61]1([CH2:66][CH2:67][NH2:68])[CH2:65][CH2:64][CH2:63][CH2:62]1.C(N(C(C)C)CC)(C)C. (3) The reactants are: [C:1]([O:5][C:6](=[O:18])[NH:7][C:8]1([C:16]#[CH:17])[CH2:13][O:12][C:11]([CH3:15])([CH3:14])[O:10][CH2:9]1)([CH3:4])([CH3:3])[CH3:2].[CH:19]#[C:20][CH2:21]CCCCC.IC1C=CC(CCC#CC23CC4CC(CC(C4)C2[OH:48])C3)=CC=1.IC1C=C2C(=CC=1)CN([C:59]([C:72]1[CH:77]=[CH:76][CH:75]=[CH:74][CH:73]=1)([C:66]1[CH:71]=[CH:70][CH:69]=[CH:68][CH:67]=1)C1C=CC=CC=1)C2. Given the product [C:1]([O:5][C:6](=[O:18])[NH:7][C:8]1([C:16]#[C:17][C:19]2[CH:73]=[CH:74][C:75]([CH2:76][CH2:77][C:72]#[C:59][C:66]3([OH:48])[CH2:67][CH2:68][CH2:69][CH2:70][CH2:71]3)=[CH:21][CH:20]=2)[CH2:13][O:12][C:11]([CH3:15])([CH3:14])[O:10][CH2:9]1)([CH3:4])([CH3:3])[CH3:2], predict the reactants needed to synthesize it. (4) Given the product [CH2:24]([O:15][C:13]1[C:12]2[C:7](=[CH:8][CH:9]=[CH:10][CH:11]=2)[N:6]=[C:5]2[N:4]([C:16]3[CH:21]=[CH:20][CH:19]=[CH:18][N:17]=3)[N:3]=[C:2]([CH3:1])[C:14]=12)[CH:25]([CH3:27])[CH3:26], predict the reactants needed to synthesize it. The reactants are: [CH3:1][C:2]1[C:14]2[C:13](=[O:15])[C:12]3[C:7](=[CH:8][CH:9]=[CH:10][CH:11]=3)[NH:6][C:5]=2[N:4]([C:16]2[CH:21]=[CH:20][CH:19]=[CH:18][N:17]=2)[N:3]=1.[H-].[Na+].[CH2:24](I)[CH:25]([CH3:27])[CH3:26].O. (5) Given the product [O:23]1[CH2:24][CH2:25][N:20]([CH2:1][C@H:3]2[CH2:8][CH2:7][C@H:6]([NH:9][C:10](=[O:19])[O:11][CH2:12][C:13]3[CH:18]=[CH:17][CH:16]=[CH:15][CH:14]=3)[CH2:5][CH2:4]2)[CH2:21][CH2:22]1, predict the reactants needed to synthesize it. The reactants are: [CH:1]([C@H:3]1[CH2:8][CH2:7][C@H:6]([NH:9][C:10](=[O:19])[O:11][CH2:12][C:13]2[CH:18]=[CH:17][CH:16]=[CH:15][CH:14]=2)[CH2:5][CH2:4]1)=O.[NH:20]1[CH2:25][CH2:24][O:23][CH2:22][CH2:21]1.[Na].C(O)(=O)C. (6) Given the product [ClH:1].[ClH:1].[C:34]([N:30]1[CH2:29][CH2:28][CH:27]([O:26][C:23]2[CH:22]=[CH:21][C:20]([N:15]([CH2:14]/[CH:13]=[CH:12]/[C:8]3[CH:9]=[CH:10][CH:11]=[C:6]([C:3](=[NH:4])[NH2:5])[CH:7]=3)[C:16](=[O:19])[CH2:17][OH:18])=[CH:25][CH:24]=2)[CH2:32][CH2:31]1)(=[NH:39])[CH3:35], predict the reactants needed to synthesize it. The reactants are: [ClH:1].Cl.[C:3]([C:6]1[CH:7]=[C:8](/[CH:12]=[CH:13]/[CH2:14][N:15]([C:20]2[CH:25]=[CH:24][C:23]([O:26][CH:27]3[CH2:32][CH2:31][NH:30][CH2:29][CH2:28]3)=[CH:22][CH:21]=2)[C:16](=[O:19])[CH2:17][OH:18])[CH:9]=[CH:10][CH:11]=1)(=[NH:5])[NH2:4].Cl.[C:34](=[NH:39])(OCC)[CH3:35].C(N(CC)CC)C.Cl. (7) Given the product [N:38]1([CH2:46][CH2:47][O:10][C:8]2[CH:9]=[CH:4][C:5]([CH2:12][CH2:2][CH2:1][NH:3][C:4]3[CH:9]=[C:8]([O:10][CH3:11])[CH:7]=[CH:6][C:5]=3[C@@H:12]3[CH2:21][CH2:20][C:19]4[CH:18]=[C:17]([OH:22])[CH:16]=[CH:15][C:14]=4[CH2:13]3)=[CH:6][CH:7]=2)[CH2:45][CH2:44][CH2:43][CH2:42][CH2:41][CH2:40][CH2:39]1, predict the reactants needed to synthesize it. The reactants are: [CH2:1]([N:3](C(=O)C1C=CC(O)=CC=1)[C:4]1[CH:9]=[C:8]([O:10][CH3:11])[CH:7]=[CH:6][C:5]=1[C@@H:12]1[CH2:21][CH2:20][C:19]2[CH:18]=[C:17]([O:22]C(=O)C(C)(C)C)[CH:16]=[CH:15][C:14]=2[CH2:13]1)[CH3:2].[N:38]1([C:46](=O)[CH2:47]Cl)[CH2:45][CH2:44][CH2:43][CH2:42][CH2:41][CH2:40][CH2:39]1.